Predict which catalyst facilitates the given reaction. From a dataset of Catalyst prediction with 721,799 reactions and 888 catalyst types from USPTO. (1) The catalyst class is: 81. Product: [CH2:9]([C:8]([C:5]1[CH:6]=[CH:7][C:2]([B:31]([OH:32])[OH:30])=[C:3]([CH2:14][CH2:15][CH3:16])[CH:4]=1)([OH:13])[CH2:11][CH3:12])[CH3:10]. Reactant: Br[C:2]1[CH:7]=[CH:6][C:5]([C:8]([OH:13])([CH2:11][CH3:12])[CH2:9][CH3:10])=[CH:4][C:3]=1[CH2:14][CH2:15][CH3:16].O1CCCC1.C([Li])CCC.C([O:30][B:31](OC(C)C)[O:32]C(C)C)(C)C. (2) Reactant: [NH2:1][C:2]1[CH:3]=[N:4][C:5]2[C:10]([C:11]=1[NH:12][CH2:13][C:14]1[CH:19]=[CH:18][CH:17]=[CH:16][CH:15]=1)=[CH:9][CH:8]=[CH:7][CH:6]=2.[C:20](O)(=O)[CH2:21][OH:22].[OH-].[NH4+]. Product: [C:14]1([CH2:13][N:12]2[C:11]3[C:10]4[CH:9]=[CH:8][CH:7]=[CH:6][C:5]=4[N:4]=[CH:3][C:2]=3[N:1]=[C:20]2[CH2:21][OH:22])[CH:19]=[CH:18][CH:17]=[CH:16][CH:15]=1. The catalyst class is: 33. (3) Product: [F:1][C:2]([F:10])([C:5]([F:9])([F:8])[CH2:6][O:7][CH2:13]/[CH:14]=[CH:15]/[C:16]1[CH:21]=[CH:20][CH:19]=[CH:18][CH:17]=1)[CH2:3][OH:4]. The catalyst class is: 9. Reactant: [F:1][C:2]([F:10])([C:5]([F:9])([F:8])[CH2:6][OH:7])[CH2:3][OH:4].[H-].[Na+].[CH2:13](Br)[CH:14]=[CH:15][C:16]1[CH:21]=[CH:20][CH:19]=[CH:18][CH:17]=1. (4) Reactant: [NH:1]([C:8]1[N:9]([C:26]2[CH:31]=[CH:30][CH:29]=[CH:28][CH:27]=2)[C:10]2[C:15]([C:16](=[O:18])[CH:17]=1)=[CH:14][C:13](/[CH:19]=[CH:20]/[C:21]([O:23]C)=[O:22])=[C:12]([CH3:25])[N:11]=2)[C:2]1[CH:7]=[CH:6][CH:5]=[CH:4][CH:3]=1.[OH-].[Na+]. Product: [NH:1]([C:8]1[N:9]([C:26]2[CH:27]=[CH:28][CH:29]=[CH:30][CH:31]=2)[C:10]2[N:11]=[C:12]([CH3:25])[C:13](/[CH:19]=[CH:20]/[C:21]([OH:23])=[O:22])=[CH:14][C:15]=2[C:16](=[O:18])[CH:17]=1)[C:2]1[CH:7]=[CH:6][CH:5]=[CH:4][CH:3]=1. The catalyst class is: 144. (5) Reactant: [F:1][CH:2]1[CH2:6][CH2:5][CH:4]([C:7]([OH:9])=O)[CH2:3]1.CN(C(ON1N=NC2C=CC=NC1=2)=[N+](C)C)C.F[P-](F)(F)(F)(F)F.C(N(C(C)C)C(C)C)C.[F:43][C:44]1[CH:45]=[C:46]([CH2:61][N:62]2[CH2:67][CH2:66][NH:65][C@@H:64]([CH3:68])[CH2:63]2)[C:47]([CH3:60])=[C:48]([NH:50][C:51](=[O:59])[C:52]2[CH:57]=[CH:56][C:55]([CH3:58])=[N:54][CH:53]=2)[CH:49]=1. Product: [F:43][C:44]1[CH:45]=[C:46]([CH2:61][N:62]2[CH2:67][CH2:66][N:65]([C:7]([CH:4]3[CH2:5][CH2:6][CH:2]([F:1])[CH2:3]3)=[O:9])[C@@H:64]([CH3:68])[CH2:63]2)[C:47]([CH3:60])=[C:48]([NH:50][C:51](=[O:59])[C:52]2[CH:57]=[CH:56][C:55]([CH3:58])=[N:54][CH:53]=2)[CH:49]=1. The catalyst class is: 34. (6) Reactant: [OH-:1].[Na+].OO.[CH3:5][C:6]1[C:7](=[O:12])[CH2:8][CH2:9][CH2:10][CH:11]=1. Product: [CH3:5][C:6]12[O:12][CH:7]1[CH2:8][CH2:9][CH2:10][C:11]2=[O:1]. The catalyst class is: 24. (7) Reactant: [OH:1][C:2]1[C:9]([CH2:10][CH2:11][CH3:12])=[C:8]([O:13][CH3:14])[CH:7]=[CH:6][C:3]=1[CH:4]=O.[C:15](OCC)(=[O:22])[CH2:16][C:17]([O:19][CH2:20][CH3:21])=[O:18].N1CCCCC1. Product: [CH2:20]([O:19][C:17]([C:16]1[C:15](=[O:22])[O:1][C:2]2[C:3]([CH:4]=1)=[CH:6][CH:7]=[C:8]([O:13][CH3:14])[C:9]=2[CH2:10][CH2:11][CH3:12])=[O:18])[CH3:21]. The catalyst class is: 8. (8) Reactant: [Na+].[CH3:2][S:3]([O-:5])=[O:4].[F:6][C:7]1[CH:8]=[C:9]([CH:12]=[CH:13][C:14]=1F)[CH:10]=[O:11]. Product: [F:6][C:7]1[CH:8]=[C:9]([CH:12]=[CH:13][C:14]=1[S:3]([CH3:2])(=[O:5])=[O:4])[CH:10]=[O:11]. The catalyst class is: 16. (9) Reactant: Br[CH2:2][C:3](=O)[C:4]([O:6][CH2:7][CH3:8])=[O:5].[C:10](=[S:14])([NH2:13])[CH2:11][CH3:12]. Product: [CH2:11]([C:10]1[S:14][CH:2]=[C:3]([C:4]([O:6][CH2:7][CH3:8])=[O:5])[N:13]=1)[CH3:12]. The catalyst class is: 8.